Dataset: Peptide-MHC class II binding affinity with 134,281 pairs from IEDB. Task: Regression. Given a peptide amino acid sequence and an MHC pseudo amino acid sequence, predict their binding affinity value. This is MHC class II binding data. (1) The peptide sequence is RKELLVTFKNAHAKK. The MHC is DRB1_0901 with pseudo-sequence DRB1_0901. The binding affinity (normalized) is 0.641. (2) The peptide sequence is NPLIRHENRMVLAST. The MHC is DRB1_0405 with pseudo-sequence DRB1_0405. The binding affinity (normalized) is 0.319. (3) The peptide sequence is APPPQLPRPPATPPP. The MHC is HLA-DQA10501-DQB10301 with pseudo-sequence HLA-DQA10501-DQB10301. The binding affinity (normalized) is 0.108. (4) The peptide sequence is EKIYFAATQFEPLAA. The MHC is DRB1_1001 with pseudo-sequence DRB1_1001. The binding affinity (normalized) is 0.620.